Dataset: Full USPTO retrosynthesis dataset with 1.9M reactions from patents (1976-2016). Task: Predict the reactants needed to synthesize the given product. (1) The reactants are: [F:1][C:2]([F:39])([F:38])[CH2:3][N:4]1[CH:8]=[C:7]([C:9]2[N:14]=[CH:13][C:12]3[CH:15]=[N:16][N:17]([C:18]4[N:23]=[C:22]([N:24]5[CH2:30][CH2:29][CH2:28][N:27](C(OC(C)(C)C)=O)[CH2:26][CH2:25]5)[CH:21]=[N:20][CH:19]=4)[C:11]=3[CH:10]=2)[CH:6]=[N:5]1.Cl.O1CCOCC1. Given the product [N:24]1([C:22]2[N:23]=[C:18]([N:17]3[C:11]4[CH:10]=[C:9]([C:7]5[CH:6]=[N:5][N:4]([CH2:3][C:2]([F:39])([F:38])[F:1])[CH:8]=5)[N:14]=[CH:13][C:12]=4[CH:15]=[N:16]3)[CH:19]=[N:20][CH:21]=2)[CH2:30][CH2:29][CH2:28][NH:27][CH2:26][CH2:25]1, predict the reactants needed to synthesize it. (2) Given the product [CH3:10][O:11][CH2:12][CH2:13][O:14][C:15]1[CH:16]=[C:17]([NH:18][C:2]2[N:7]=[C:6]([NH:18][C:17]3[CH:19]=[CH:20][CH:21]=[C:15]([O:14][CH2:13][CH2:12][O:11][CH3:10])[CH:16]=3)[C:5]([F:9])=[CH:4][N:3]=2)[CH:19]=[CH:20][CH:21]=1, predict the reactants needed to synthesize it. The reactants are: Cl[C:2]1[N:7]=[C:6](Cl)[C:5]([F:9])=[CH:4][N:3]=1.[CH3:10][O:11][CH2:12][CH2:13][O:14][C:15]1[CH:16]=[C:17]([CH:19]=[CH:20][CH:21]=1)[NH2:18]. (3) Given the product [C:68]([CH:67]([NH:66][C:33]([C@@H:27]1[CH2:28][C@@H:29]([F:32])[CH2:30][CH2:31][C@H:26]1[C:15]1[N:16]=[C:17]([C:19]2[CH:24]=[CH:23][C:22]([F:25])=[CH:21][N:20]=2)[S:18][C:14]=1[C:11]1[CH:12]=[CH:13][C:8]([N:5]2[CH2:4][CH2:3][S:2](=[O:36])(=[O:1])[CH2:7][CH2:6]2)=[CH:9][CH:10]=1)=[O:34])[CH3:70])#[N:69], predict the reactants needed to synthesize it. The reactants are: [O:1]=[S:2]1(=[O:36])[CH2:7][CH2:6][N:5]([C:8]2[CH:13]=[CH:12][C:11]([C:14]3[S:18][C:17]([C:19]4[CH:24]=[CH:23][C:22]([F:25])=[CH:21][N:20]=4)=[N:16][C:15]=3[C@@H:26]3[CH2:31][CH2:30][C@H:29]([F:32])[CH2:28][C@H:27]3[C:33](O)=[O:34])=[CH:10][CH:9]=2)[CH2:4][CH2:3]1.CCN(C(C)C)C(C)C.C(C1C=C(C(C)C)C=C(C(C)C)C=1S(Cl)(=O)=O)(C)C.Cl.[NH2:66][C@@H:67]([CH3:70])[C:68]#[N:69]. (4) Given the product [C:1]([C:5]1[CH:9]=[C:8]([NH:10][C:24]2[C:25]([C:26]([O:28][CH2:29][CH3:30])=[O:27])=[CH:20][N:21]=[C:22]([S:31][CH3:32])[N:23]=2)[N:7]([C:11]2[CH:16]=[C:15]([CH3:17])[CH:14]=[CH:13][C:12]=2[CH3:18])[N:6]=1)([CH3:4])([CH3:3])[CH3:2], predict the reactants needed to synthesize it. The reactants are: [C:1]([C:5]1[CH:9]=[C:8]([NH2:10])[N:7]([C:11]2[CH:16]=[C:15]([CH3:17])[CH:14]=[CH:13][C:12]=2[CH3:18])[N:6]=1)([CH3:4])([CH3:3])[CH3:2].Cl[C:20]1[C:25]([C:26]([O:28][CH2:29][CH3:30])=[O:27])=[CH:24][N:23]=[C:22]([S:31][CH3:32])[N:21]=1.C1C=CC(P(C2C(C3C(P(C4C=CC=CC=4)C4C=CC=CC=4)=CC=C4C=3C=CC=C4)=C3C(C=CC=C3)=CC=2)C2C=CC=CC=2)=CC=1.C([O-])([O-])=O.[Cs+].[Cs+]. (5) Given the product [C:18]([CH2:2][CH2:3][C:4]1[C:5]([NH:7][C:8](=[O:10])[CH:9]=1)=[O:6])(=[O:21])[CH:19]=[CH2:20], predict the reactants needed to synthesize it. The reactants are: O[CH2:2][CH2:3][C:4]1[C:5]([NH:7][C:8](=[O:10])[CH:9]=1)=[O:6].CCN(CC)CC.[C:18](Cl)(=[O:21])[CH:19]=[CH2:20]. (6) The reactants are: Cl.[C:2]([O:6][C:7](=[O:11])[C@H:8]([CH3:10])[NH2:9])([CH3:5])([CH3:4])[CH3:3].C(N(C(C)C)CC)(C)C.[CH:21](OCC)=[O:22]. Given the product [C:2]([O:6][C:7](=[O:11])[C@@H:8]([NH:9][CH:21]=[O:22])[CH3:10])([CH3:5])([CH3:4])[CH3:3], predict the reactants needed to synthesize it.